Predict the reactants needed to synthesize the given product. From a dataset of Full USPTO retrosynthesis dataset with 1.9M reactions from patents (1976-2016). Given the product [NH2:13][C:2]1[C:3](=[O:12])[N:4]([CH3:11])[N:5]=[CH:6][C:7]=1[N+:8]([O-:10])=[O:9], predict the reactants needed to synthesize it. The reactants are: O[C:2]1[C:3](=[O:12])[N:4]([CH3:11])[N:5]=[CH:6][C:7]=1[N+:8]([O-:10])=[O:9].[NH3:13].